Dataset: Reaction yield outcomes from USPTO patents with 853,638 reactions. Task: Predict the reaction yield, written as a fraction of the theoretical maximum amount of product (1.0 means a 100% yield; for example, 0.34 means a 34% yield). The reactants are CN(C=O)C.C(Cl)(=O)C(Cl)=O.[OH:12][C:13]1[C:18](=[O:19])[CH:17]=[CH:16][N:15]([CH3:20])[C:14]=1[CH:21](O)[C:22]([F:25])([F:24])[F:23].CCN(CC)CC.[CH3:34][NH:35][CH2:36][C:37]#[CH:38]. The catalyst is C(#N)C. The product is [OH:12][C:13]1[C:18](=[O:19])[CH:17]=[CH:16][N:15]([CH3:20])[C:14]=1[CH:21]([N:35]([CH3:34])[CH2:36][C:37]#[CH:38])[C:22]([F:25])([F:24])[F:23]. The yield is 0.464.